The task is: Regression. Given two drug SMILES strings and cell line genomic features, predict the synergy score measuring deviation from expected non-interaction effect.. This data is from NCI-60 drug combinations with 297,098 pairs across 59 cell lines. (1) Cell line: UO-31. Drug 2: CC1C(C(CC(O1)OC2CC(CC3=C2C(=C4C(=C3O)C(=O)C5=CC=CC=C5C4=O)O)(C(=O)C)O)N)O. Synergy scores: CSS=45.0, Synergy_ZIP=-0.814, Synergy_Bliss=2.15, Synergy_Loewe=-10.6, Synergy_HSA=2.28. Drug 1: CC1C(C(CC(O1)OC2CC(CC3=C2C(=C4C(=C3O)C(=O)C5=C(C4=O)C(=CC=C5)OC)O)(C(=O)C)O)N)O.Cl. (2) Drug 1: COC1=NC(=NC2=C1N=CN2C3C(C(C(O3)CO)O)O)N. Drug 2: CC(C)CN1C=NC2=C1C3=CC=CC=C3N=C2N. Cell line: SR. Synergy scores: CSS=-2.27, Synergy_ZIP=2.27, Synergy_Bliss=1.54, Synergy_Loewe=-3.16, Synergy_HSA=-2.35.